Dataset: Peptide-MHC class I binding affinity with 185,985 pairs from IEDB/IMGT. Task: Regression. Given a peptide amino acid sequence and an MHC pseudo amino acid sequence, predict their binding affinity value. This is MHC class I binding data. (1) The peptide sequence is TLLCVLAAL. The MHC is HLA-A68:02 with pseudo-sequence HLA-A68:02. The binding affinity (normalized) is 0.439. (2) The peptide sequence is HCIDKTPGL. The MHC is HLA-A31:01 with pseudo-sequence HLA-A31:01. The binding affinity (normalized) is 0.0847. (3) The peptide sequence is VLSHNSYEK. The MHC is HLA-A68:01 with pseudo-sequence HLA-A68:01. The binding affinity (normalized) is 0.265. (4) The peptide sequence is RYRRLIQIL. The MHC is HLA-B18:01 with pseudo-sequence HLA-B18:01. The binding affinity (normalized) is 0.0847.